This data is from Forward reaction prediction with 1.9M reactions from USPTO patents (1976-2016). The task is: Predict the product of the given reaction. (1) The product is: [Cl:12][C:13]([Cl:21])([Cl:20])[CH2:14][O:15][C:16](=[O:19])[CH:17]([Cl:35])[CH2:18][C:2]1[CH:7]=[CH:6][C:5]([CH2:8][CH2:9][CH2:10][OH:11])=[CH:4][CH:3]=1. Given the reactants N[C:2]1[CH:7]=[CH:6][C:5]([CH2:8][CH2:9][CH2:10][OH:11])=[CH:4][CH:3]=1.[Cl:12][C:13]([Cl:21])([Cl:20])[CH2:14][O:15][C:16](=[O:19])[CH:17]=[CH2:18].COC(=O)C([Cl:35])CC1C=CC(CO)=CC=1, predict the reaction product. (2) The product is: [C:15]([O:1][C:2]1([C:9]2[CH:14]=[CH:13][CH:12]=[CH:11][CH:10]=2)[CH:3]=[CH:4][C:5](=[O:8])[CH:6]=[CH:7]1)(=[O:17])[CH3:16]. Given the reactants [OH:1][C:2]1([C:9]2[CH:14]=[CH:13][CH:12]=[CH:11][CH:10]=2)[CH:7]=[CH:6][C:5](=[O:8])[CH:4]=[CH:3]1.[C:15](OC(=O)C)(=[O:17])[CH3:16].C(N(CC)CC)C, predict the reaction product. (3) Given the reactants [Br:1][C:2]1[CH:3]=[N:4][CH:5]=[C:6]([CH:10]=1)[C:7]([OH:9])=[O:8].[CH3:11]O, predict the reaction product. The product is: [Br:1][C:2]1[CH:3]=[N:4][CH:5]=[C:6]([CH:10]=1)[C:7]([O:9][CH3:11])=[O:8]. (4) Given the reactants C[O:2][C:3](=O)[C@H:4]([CH:27]([CH3:29])[CH3:28])[C:5]([C:14]1[CH:19]=[CH:18][C:17]([CH2:20][CH2:21][C:22]([CH3:25])([CH3:24])[CH3:23])=[C:16]([Cl:26])[CH:15]=1)([NH:7][S@:8](CC(C)C)=[O:9])[CH3:6].[H-].[CH2:32]([Al+2])[CH:33]([CH3:35])[CH3:34].[H-].C1(C)C=CC=CC=1.[C@H](O)(C([O-])=O)[C@@H](O)C([O-])=O.[Na+].[K+], predict the reaction product. The product is: [Cl:26][C:16]1[CH:15]=[C:14]([C@@:5]([NH:7][S@:8]([C:33]([CH3:35])([CH3:34])[CH3:32])=[O:9])([CH3:6])[CH:4]([CH2:3][OH:2])[CH:27]([CH3:29])[CH3:28])[CH:19]=[CH:18][C:17]=1[CH2:20][CH2:21][C:22]([CH3:23])([CH3:25])[CH3:24]. (5) Given the reactants [Br:1][C:2]1[CH:10]=[CH:9][C:5]([CH:6]=[N:7][OH:8])=[C:4]([C:11]([F:14])([F:13])[F:12])[CH:3]=1.[CH2:15]([Cl:18])[C:16]#[CH:17].[O-]Cl.[Na+], predict the reaction product. The product is: [Br:1][C:2]1[CH:10]=[CH:9][C:5]([C:6]2[CH:17]=[C:16]([CH2:15][Cl:18])[O:8][N:7]=2)=[C:4]([C:11]([F:12])([F:13])[F:14])[CH:3]=1. (6) Given the reactants [CH3:1][C:2]([CH3:77])=[CH:3][CH2:4][CH2:5][C@:6]([O:54][C@@H:55]1[O:60][C@H:59]([CH2:61][O:62][C@@H]2O[C@H](CO)[C@@H](O)[C@H](O)[C@H]2O)[C@@H:58]([OH:74])[C@H:57]([OH:75])[C@H:56]1[OH:76])([C@@H:8]1[C@H:12]2[C@H:13]([OH:52])[CH2:14][C@@H:15]3[C@@:20]4([CH3:50])[CH2:21][CH2:22][C@H:23]([O:27][C@@H:28]5[O:33][C@H:32]([CH2:34][OH:35])[C@@H:31]([OH:36])[C@H:30]([OH:37])[C@H:29]5[O:38][C@@H]5O[C@H](CO)[C@@H](O)[C@H](O)[C@H]5O)[C:24]([CH3:26])([CH3:25])[C@@H:19]4[CH2:18][CH2:17][C@@:16]3([CH3:51])[C@:11]2([CH3:53])[CH2:10][CH2:9]1)[CH3:7], predict the reaction product. The product is: [CH3:1][C:2]([CH3:77])=[CH:3][CH2:4][CH2:5][C@:6]([O:54][C@@H:55]1[O:60][C@H:59]([CH2:61][OH:62])[C@@H:58]([OH:74])[C@H:57]([OH:75])[C@H:56]1[OH:76])([C@@H:8]1[C@H:12]2[C@H:13]([OH:52])[CH2:14][C@@H:15]3[C@@:20]4([CH3:50])[CH2:21][CH2:22][C@H:23]([O:27][C@@H:28]5[O:33][C@H:32]([CH2:34][OH:35])[C@@H:31]([OH:36])[C@H:30]([OH:37])[C@H:29]5[OH:38])[C:24]([CH3:25])([CH3:26])[C@@H:19]4[CH2:18][CH2:17][C@@:16]3([CH3:51])[C@:11]2([CH3:53])[CH2:10][CH2:9]1)[CH3:7].